Dataset: Reaction yield outcomes from USPTO patents with 853,638 reactions. Task: Predict the reaction yield, written as a fraction of the theoretical maximum amount of product (1.0 means a 100% yield; for example, 0.34 means a 34% yield). (1) The reactants are CC(C)(O[C:5]([NH:7][C@H:8]([C:28]([O:30][CH3:31])=[O:29])[CH2:9][NH:10][C:11]([O:13][CH2:14][CH:15]1[C:27]2[CH:26]=[CH:25][CH:24]=[CH:23][C:22]=2[C:21]2[C:16]1=[CH:17][CH:18]=[CH:19][CH:20]=2)=[O:12])=[O:6])C.C1C2C(COC(NC[C@@H](C(OC)=O)N)=O)C3C(=CC=CC=3)C=2C=CC=1.F[C:59](F)(F)[C:60]([OH:62])=O.ClCCl.[Cl:68][C:69]1[CH:77]=[C:76]([C:78]([NH:80][CH2:81][C:82]2[CH:87]=CC=[C:84](O)[CH:83]=2)=[O:79])[CH:75]=[CH:74][C:70]=1C(O)=O.C1C=NC2N(O)N=NC=2C=1.C1(N=C=NC2CCCCC2)CCCCC1. The yield is 0.620. The product is [Cl:68][C:69]1[CH:77]=[C:76]([C:78]([NH:80][CH2:81][C:82]2[CH:83]=[CH:84][CH:59]=[C:60]([OH:62])[CH:87]=2)=[O:79])[CH:75]=[CH:74][C:70]=1[C:5]([NH:7][C@H:8]([C:28]([O:30][CH3:31])=[O:29])[CH2:9][NH:10][C:11]([O:13][CH2:14][CH:15]1[C:27]2[CH:26]=[CH:25][CH:24]=[CH:23][C:22]=2[C:21]2[C:16]1=[CH:17][CH:18]=[CH:19][CH:20]=2)=[O:12])=[O:6]. The catalyst is CN(C)C=O.O. (2) The reactants are [Br:1][C:2]1[CH:3]=[C:4]2[C:11]3([N:15]=[C:14]([CH3:16])[C:13](=S)[NH:12]3)[CH2:10][CH:9]([CH:18]3[CH2:23][CH2:22][O:21][C:20]([CH3:25])([CH3:24])[CH2:19]3)[O:8][C:5]2=[CH:6][CH:7]=1.[NH3:26].CO. The catalyst is CN(C=O)C. The product is [Br:1][C:2]1[CH:3]=[C:4]2[C:11]3([N:12]=[C:13]([NH2:26])[C:14]([CH3:16])=[N:15]3)[CH2:10][CH:9]([CH:18]3[CH2:23][CH2:22][O:21][C:20]([CH3:25])([CH3:24])[CH2:19]3)[O:8][C:5]2=[CH:6][CH:7]=1. The yield is 0.300.